This data is from Reaction yield outcomes from USPTO patents with 853,638 reactions. The task is: Predict the reaction yield, written as a fraction of the theoretical maximum amount of product (1.0 means a 100% yield; for example, 0.34 means a 34% yield). (1) The reactants are [CH:1]1([N:6]2[C:10]3[N:11]=[C:12]([NH:15][C:16]4[CH:21]=[CH:20][C:19]([N:22]5[C:29](=[O:30])[CH2:28][C@@H:27]6[NH:31][C@@H:24]([CH2:25][CH2:26]6)[CH2:23]5)=[CH:18][N:17]=4)[N:13]=[CH:14][C:9]=3[CH:8]=[C:7]2[C:32]([N:34]([CH3:36])[CH3:35])=[O:33])[CH2:5][CH2:4][CH2:3][CH2:2]1.[CH3:37][S:38](Cl)(=[O:40])=[O:39].C(N(C(C)C)CC)(C)C.C(Cl)Cl. The catalyst is CCOC(C)=O. The product is [CH:1]1([N:6]2[C:10]3[N:11]=[C:12]([NH:15][C:16]4[CH:21]=[CH:20][C:19]([N:22]5[C:29](=[O:30])[CH2:28][C@@H:27]6[N:31]([S:38]([CH3:37])(=[O:40])=[O:39])[C@@H:24]([CH2:25][CH2:26]6)[CH2:23]5)=[CH:18][N:17]=4)[N:13]=[CH:14][C:9]=3[CH:8]=[C:7]2[C:32]([N:34]([CH3:36])[CH3:35])=[O:33])[CH2:2][CH2:3][CH2:4][CH2:5]1. The yield is 0.440. (2) The reactants are [C:1]1([B-:7]([C:20]2[CH:25]=[CH:24][CH:23]=[CH:22][CH:21]=2)([C:14]2[CH:19]=[CH:18][CH:17]=[CH:16][CH:15]=2)[C:8]2[CH:13]=[CH:12][CH:11]=[CH:10][CH:9]=2)[CH:6]=[CH:5][CH:4]=[CH:3][CH:2]=1.[Na+].[Cl-].[CH2:28]1[N+:31]2([CH2:35][CH2:34][CH2:33][CH2:32]2)[CH2:30][CH2:29]1. The catalyst is CC(C)=O. The product is [C:20]1([B-:7]([C:1]2[CH:2]=[CH:3][CH:4]=[CH:5][CH:6]=2)([C:8]2[CH:9]=[CH:10][CH:11]=[CH:12][CH:13]=2)[C:14]2[CH:19]=[CH:18][CH:17]=[CH:16][CH:15]=2)[CH:21]=[CH:22][CH:23]=[CH:24][CH:25]=1.[CH2:30]1[N+:31]2([CH2:35][CH2:34][CH2:33][CH2:32]2)[CH2:28][CH2:29]1. The yield is 0.900. (3) The reactants are [NH:1]1[C:11]2[C:6](=[CH:7][CH:8]=[CH:9][CH:10]=2)[C:4](=[O:5])[C:2]1=[O:3].C([O-])([O-])=O.[Cs+].[Cs+].[CH2:18](Br)[CH:19]=[CH2:20]. The catalyst is CN(C=O)C. The product is [CH2:20]([N:1]1[C:11]2[C:6](=[CH:7][CH:8]=[CH:9][CH:10]=2)[C:4](=[O:5])[C:2]1=[O:3])[CH:19]=[CH2:18]. The yield is 0.910. (4) The reactants are C[O:2][C:3]1[CH:4]=[C:5]([CH:29]=[CH:30][CH:31]=1)[CH2:6][C:7]1[NH:8][C:9]([C:22]2[CH:27]=[CH:26][CH:25]=[C:24]([CH3:28])[N:23]=2)=[C:10]([C:12]2[CH:13]=[C:14]3[C:19](=[CH:20][CH:21]=2)[N:18]=[CH:17][CH:16]=[CH:15]3)[N:11]=1.Br. The catalyst is C(O)(=O)C. The product is [CH3:28][C:24]1[N:23]=[C:22]([C:9]2[NH:8][C:7]([CH2:6][C:5]3[CH:4]=[C:3]([OH:2])[CH:31]=[CH:30][CH:29]=3)=[N:11][C:10]=2[C:12]2[CH:13]=[C:14]3[C:19](=[CH:20][CH:21]=2)[N:18]=[CH:17][CH:16]=[CH:15]3)[CH:27]=[CH:26][CH:25]=1. The yield is 0.900. (5) The reactants are [CH3:1][O:2][C:3]1[C:4]([N+:21]([O-])=O)=[C:5]([CH:18]=[CH:19][CH:20]=1)[CH:6]=[C:7]([C:13]([O:15][CH2:16][CH3:17])=[O:14])[C:8](OCC)=[O:9]. The yield is 0.630. The product is [CH3:1][O:2][C:3]1[CH:20]=[CH:19][CH:18]=[C:5]2[C:4]=1[NH:21][C:8](=[O:9])[C:7]([C:13]([O:15][CH2:16][CH3:17])=[O:14])=[CH:6]2. The catalyst is C(O)(=O)C.[Fe]. (6) The reactants are [F:1][C:2]1[CH:3]=[C:4]([C:13]2[N:18]=[C:17]([CH:19]3[CH2:23][C:22]([CH3:25])([CH3:24])[CH2:21][C:20]3([CH3:27])[CH3:26])[C:16]([C:28](O)=[O:29])=[CH:15][CH:14]=2)[CH:5]=[C:6]([O:8][CH2:9][CH:10]([CH3:12])[CH3:11])[CH:7]=1.C(C1NC=CN=1)(C1NC=CN=1)=O.[NH2:43][C:44]1[N:49]=[C:48]([S:50]([NH2:53])(=[O:52])=[O:51])[CH:47]=[CH:46][CH:45]=1.[H-].[Na+]. The catalyst is CN(C)C=O. The product is [NH2:43][C:44]1[N:49]=[C:48]([S:50]([NH:53][C:28]([C:16]2[C:17]([CH:19]3[CH2:23][C:22]([CH3:25])([CH3:24])[CH2:21][C:20]3([CH3:27])[CH3:26])=[N:18][C:13]([C:4]3[CH:5]=[C:6]([O:8][CH2:9][CH:10]([CH3:11])[CH3:12])[CH:7]=[C:2]([F:1])[CH:3]=3)=[CH:14][CH:15]=2)=[O:29])(=[O:52])=[O:51])[CH:47]=[CH:46][CH:45]=1. The yield is 0.670. (7) The reactants are [CH2:1]([O:8][C:9]1[C:14]([CH2:15][N:16]2[C:22](=[O:23])[C:21]3[C:24]([CH3:33])=[C:25]([O:29][CH:30]([CH3:32])[CH3:31])[CH:26]=[C:27](Br)[C:20]=3[O:19][CH2:18][CH2:17]2)=[C:13]([CH3:34])[CH:12]=[C:11]([CH3:35])[N:10]=1)[C:2]1[CH:7]=[CH:6][CH:5]=[CH:4][CH:3]=1.[CH3:36][NH:37][C:38]1[N:43]=[CH:42][C:41](B2OC(C)(C)C(C)(C)O2)=[CH:40][N:39]=1.C(=O)([O-])[O-].[Na+].[Na+].N#N. The catalyst is O1CCOCC1.O.CCOC(C)=O.C1C=CC(P(C2C=CC=CC=2)[C-]2C=CC=C2)=CC=1.C1C=CC(P(C2C=CC=CC=2)[C-]2C=CC=C2)=CC=1.Cl[Pd]Cl.[Fe+2].C(Cl)Cl. The product is [CH2:1]([O:8][C:9]1[C:14]([CH2:15][N:16]2[C:22](=[O:23])[C:21]3[C:24]([CH3:33])=[C:25]([O:29][CH:30]([CH3:32])[CH3:31])[CH:26]=[C:27]([C:41]4[CH:40]=[N:39][C:38]([NH:37][CH3:36])=[N:43][CH:42]=4)[C:20]=3[O:19][CH2:18][CH2:17]2)=[C:13]([CH3:34])[CH:12]=[C:11]([CH3:35])[N:10]=1)[C:2]1[CH:7]=[CH:6][CH:5]=[CH:4][CH:3]=1. The yield is 0.740.